This data is from Full USPTO retrosynthesis dataset with 1.9M reactions from patents (1976-2016). The task is: Predict the reactants needed to synthesize the given product. (1) Given the product [CH3:12][N:9]1[CH2:8][CH2:7][C:6]2([C:13]3[C:18](=[CH:17][CH:16]=[CH:15][CH:14]=3)[CH:4]([NH2:3])[CH2:5]2)[CH2:11][CH2:10]1, predict the reactants needed to synthesize it. The reactants are: CO[N:3]=[C:4]1[C:18]2[C:13](=[CH:14][CH:15]=[CH:16][CH:17]=2)[C:6]2([CH2:11][CH2:10][N:9]([CH3:12])[CH2:8][CH2:7]2)[CH2:5]1. (2) Given the product [OH:40][C:37]1([C:35]([NH:1][C@H:2]2[CH2:7][CH2:6][C@H:5]([NH:8][C:9]([C:11]3[C:15]4[N:16]=[CH:17][N:18]=[C:19]([C:20]5[CH:25]=[C:24]([F:26])[C:23]([O:27][CH3:28])=[CH:22][C:21]=5[O:29][CH2:30][CH:31]5[CH2:33][CH2:32]5)[C:14]=4[NH:13][CH:12]=3)=[O:10])[CH2:4][CH2:3]2)=[O:36])[CH2:39][CH2:38]1, predict the reactants needed to synthesize it. The reactants are: [NH2:1][C@H:2]1[CH2:7][CH2:6][C@H:5]([NH:8][C:9]([C:11]2[C:15]3[N:16]=[CH:17][N:18]=[C:19]([C:20]4[CH:25]=[C:24]([F:26])[C:23]([O:27][CH3:28])=[CH:22][C:21]=4[O:29][CH2:30][CH:31]4[CH2:33][CH2:32]4)[C:14]=3[NH:13][CH:12]=2)=[O:10])[CH2:4][CH2:3]1.Cl[C:35]([C:37]1([O:40]C(=O)C)[CH2:39][CH2:38]1)=[O:36].